From a dataset of Forward reaction prediction with 1.9M reactions from USPTO patents (1976-2016). Predict the product of the given reaction. Given the reactants C(OC([NH:8][CH2:9][C:10](O)=O)=O)(C)(C)C.F[B-](F)(F)F.N1(OC(N(C)C)=[N+](C)C)C2C=CC=CC=2N=N1.O.ON1C2C=CC=CC=2N=N1.C(N(CC)C(C)C)(C)C.[OH:55][NH:56][C:57](=[NH:85])[C:58]1[CH:63]=[CH:62][C:61]([N:64]2[CH2:69][CH2:68][N:67]([C:70]3[N:71]([CH3:83])[C:72](=[O:82])[CH:73]=[C:74]([C:76]4[CH:81]=[CH:80][N:79]=[CH:78][N:77]=4)[N:75]=3)[C@H:66]([CH3:84])[CH2:65]2)=[CH:60][CH:59]=1, predict the reaction product. The product is: [NH2:8][CH2:9][C:10]1[O:55][N:56]=[C:57]([C:58]2[CH:59]=[CH:60][C:61]([N:64]3[CH2:69][CH2:68][N:67]([C:70]4[N:71]([CH3:83])[C:72](=[O:82])[CH:73]=[C:74]([C:76]5[CH:81]=[CH:80][N:79]=[CH:78][N:77]=5)[N:75]=4)[C@H:66]([CH3:84])[CH2:65]3)=[CH:62][CH:63]=2)[N:85]=1.